This data is from Full USPTO retrosynthesis dataset with 1.9M reactions from patents (1976-2016). The task is: Predict the reactants needed to synthesize the given product. Given the product [S:1](=[N:4][C:5]([NH2:7])=[O:6])(=[O:3])=[O:2].[S:17]([N:33]=[C:34]=[S:1])(=[O:19])(=[O:18])[NH2:20], predict the reactants needed to synthesize it. The reactants are: [S:1](=[N:4][C:5]([NH2:7])=[O:6])(=[O:3])=[O:2].NCCC1C=CC([S:17]([NH2:20])(=[O:19])=[O:18])=CC=1.C(Cl)(Cl)Cl.C1(N=C=[N:33][CH:34]2CCCCC2)CCCCC1.